From a dataset of M1 muscarinic receptor antagonist screen with 61,756 compounds. Binary Classification. Given a drug SMILES string, predict its activity (active/inactive) in a high-throughput screening assay against a specified biological target. (1) The compound is O1C(CCC1)Cn1nnnc1CN(Cc1cc2c([nH]c1=O)c(cc(c2)C)C)Cc1c(OC)cccc1. The result is 0 (inactive). (2) The molecule is O1CCN(C(c2cc3c([nH]c2=O)c(cc(c3)C)C)c2n(nnn2)Cc2ccc(OC)cc2)CC1. The result is 0 (inactive). (3) The result is 0 (inactive). The molecule is S(CCC(=O)N1CCN(CC1)C(OCC)=O)CCc1ccncc1. (4) The molecule is O(c1ccc(C(c2ccc(OC(=O)C)cc2)c2ncccc2)cc1)C(=O)C. The result is 0 (inactive). (5) The drug is O(c1cc2CC3(n4c(nnc4C)c2cc1OC)CCCC3)C. The result is 0 (inactive). (6) The drug is S1CCCCN=C1Nc1c(cccc1C)C. The result is 0 (inactive). (7) The molecule is s1c(nnc1NC(=O)C1OCCC1)C(CCC)C. The result is 1 (active). (8) The molecule is s1c(N(CC)c2ccccc2)nc2c(scc2)c1=O. The result is 0 (inactive). (9) The result is 0 (inactive). The molecule is O=C1N(C(=O)C2C1C(NC2c1c(O)c(OC)ccc1)(C)C(O)=O)C(C)C.